Dataset: Forward reaction prediction with 1.9M reactions from USPTO patents (1976-2016). Task: Predict the product of the given reaction. (1) The product is: [CH3:1][O:2][C:3](=[O:17])[C:4]([CH3:15])([CH3:16])[CH2:5][C:6]1[CH:11]=[C:10]([O:12][CH3:13])[CH:9]=[CH:8][N:7]=1. Given the reactants [CH3:1][O:2][C:3](=[O:17])[C:4]([CH3:16])([CH3:15])[CH:5](O)[C:6]1[CH:11]=[C:10]([O:12][CH3:13])[CH:9]=[CH:8][N:7]=1.CCN(C(C)C)C(C)C.FC(F)(F)S(OS(C(F)(F)F)(=O)=O)(=O)=O.[I-].[Na+], predict the reaction product. (2) Given the reactants [C:1]12([NH2:11])[CH2:10][CH:5]3[CH2:6][CH:7]([CH2:9][CH:3]([CH2:4]3)[CH2:2]1)[CH2:8]2.[OH:12][C:13]1[C:20]([OH:21])=[C:19]([OH:22])[CH:18]=[CH:17][C:14]=1[CH:15]=O, predict the reaction product. The product is: [C:1]12([NH:11][CH2:15][C:14]3[CH:17]=[CH:18][C:19]([OH:22])=[C:20]([OH:21])[C:13]=3[OH:12])[CH2:8][CH:7]3[CH2:6][CH:5]([CH2:4][CH:3]([CH2:9]3)[CH2:2]1)[CH2:10]2. (3) Given the reactants [C:1]([O:5][C:6](=[O:24])[NH:7][C:8]1[CH:13]=[C:12]([N:14]([CH3:18])[CH2:15][CH2:16][CH3:17])[C:11]([C:19]([F:22])([F:21])[F:20])=[CH:10][C:9]=1[NH2:23])([CH3:4])([CH3:3])[CH3:2].C([O:29][C:30](=O)[CH2:31][C:32](=[O:52])[C:33]1[CH:38]=[CH:37][CH:36]=[C:35]([N:39]2[C:43]([CH2:44][O:45][CH:46]3[CH2:51][CH2:50][CH2:49][CH2:48][O:47]3)=[CH:42][N:41]=[N:40]2)[CH:34]=1)(C)(C)C, predict the reaction product. The product is: [C:1]([O:5][C:6](=[O:24])[NH:7][C:8]1[CH:13]=[C:12]([N:14]([CH3:18])[CH2:15][CH2:16][CH3:17])[C:11]([C:19]([F:22])([F:21])[F:20])=[CH:10][C:9]=1[NH:23][C:30](=[O:29])[CH2:31][C:32](=[O:52])[C:33]1[CH:38]=[CH:37][CH:36]=[C:35]([N:39]2[C:43]([CH2:44][O:45][CH:46]3[CH2:51][CH2:50][CH2:49][CH2:48][O:47]3)=[CH:42][N:41]=[N:40]2)[CH:34]=1)([CH3:2])([CH3:3])[CH3:4]. (4) Given the reactants [OH:1][CH:2]1[CH2:7][CH2:6][N:5]([C:8]([N:10]2[CH2:15][CH:14]([C:16]3[CH:21]=[CH:20][CH:19]=[C:18]([C:22]([F:25])([F:24])[F:23])[CH:17]=3)[CH2:13][CH:12]([C:26]([OH:28])=O)[CH2:11]2)=[O:9])[CH2:4][CH2:3]1.O[N:30]=[C:31]([NH2:35])[CH:32]([CH3:34])[CH3:33], predict the reaction product. The product is: [OH:1][CH:2]1[CH2:7][CH2:6][N:5]([C:8]([N:10]2[CH2:15][CH:14]([C:16]3[CH:21]=[CH:20][CH:19]=[C:18]([C:22]([F:24])([F:25])[F:23])[CH:17]=3)[CH2:13][CH:12]([C:26]3[O:28][N:35]=[C:31]([CH:32]([CH3:34])[CH3:33])[N:30]=3)[CH2:11]2)=[O:9])[CH2:4][CH2:3]1. (5) Given the reactants [Cl:1][C:2]1[CH:3]=[CH:4][C:5]2[C:11](=O)[C:10](=[CH:13]N(C)C)[CH2:9][C:8](=[O:17])[NH:7][C:6]=2[CH:18]=1.[Cl:19][C:20]1[CH:25]=[CH:24][CH:23]=[CH:22][C:21]=1[NH:26][C:27]([NH2:29])=[NH:28], predict the reaction product. The product is: [Cl:1][C:2]1[CH:3]=[CH:4][C:5]2[C:11]3[N:28]=[C:27]([NH:26][C:21]4[CH:22]=[CH:23][CH:24]=[CH:25][C:20]=4[Cl:19])[N:29]=[CH:13][C:10]=3[CH2:9][C:8](=[O:17])[NH:7][C:6]=2[CH:18]=1. (6) Given the reactants [CH2:1]([N:8]1[C:13](=[O:14])[N:12]([CH3:15])[C:11]2[CH:16]=[CH:17][C:18]([C:20]([OH:22])=[O:21])=[CH:19][C:10]=2[S:9]1(=[O:24])=[O:23])[C:2]1[CH:7]=[CH:6][CH:5]=[CH:4][CH:3]=1.C(Cl)(=O)C(Cl)=O.[CH2:31](O)[C:32]1[CH:37]=[CH:36][CH:35]=[CH:34][CH:33]=1.O, predict the reaction product. The product is: [CH2:31]([O:21][C:20]([C:18]1[CH:17]=[CH:16][C:11]2[N:12]([CH3:15])[C:13](=[O:14])[N:8]([CH2:1][C:2]3[CH:3]=[CH:4][CH:5]=[CH:6][CH:7]=3)[S:9](=[O:24])(=[O:23])[C:10]=2[CH:19]=1)=[O:22])[C:32]1[CH:37]=[CH:36][CH:35]=[CH:34][CH:33]=1. (7) Given the reactants [C:1]([C:3]1[CH:28]=[CH:27][C:6]([O:7][CH2:8][CH2:9][CH2:10][O:11][C:12]2[CH:13]=[C:14]3[C:18](=[CH:19][CH:20]=2)[C@H:17]([CH2:21][C:22]([O:24][CH2:25][CH3:26])=[O:23])[CH2:16][CH2:15]3)=[C:5]([CH2:29][CH2:30][CH3:31])[CH:4]=1)#[N:2].[SH2:32].C(NCC)C, predict the reaction product. The product is: [NH2:2][C:1]([C:3]1[CH:28]=[CH:27][C:6]([O:7][CH2:8][CH2:9][CH2:10][O:11][C:12]2[CH:13]=[C:14]3[C:18](=[CH:19][CH:20]=2)[C@H:17]([CH2:21][C:22]([O:24][CH2:25][CH3:26])=[O:23])[CH2:16][CH2:15]3)=[C:5]([CH2:29][CH2:30][CH3:31])[CH:4]=1)=[S:32]. (8) Given the reactants [CH3:1][N:2]1[CH2:6][CH2:5][CH2:4][C@H:3]1[CH2:7][O:8][C:9]1[CH:21]=[CH:20][C:12]([C:13]([O:15][C:16]([CH3:19])([CH3:18])[CH3:17])=[O:14])=[C:11]([NH:22][CH:23]2[CH2:28][CH2:27][O:26][CH2:25][CH2:24]2)[CH:10]=1.[C:29](O[C:29]([C:31]([F:34])([F:33])[F:32])=[O:30])([C:31]([F:34])([F:33])[F:32])=[O:30], predict the reaction product. The product is: [CH3:1][N:2]1[CH2:6][CH2:5][CH2:4][C@H:3]1[CH2:7][O:8][C:9]1[CH:21]=[CH:20][C:12]([C:13]([O:15][C:16]([CH3:19])([CH3:17])[CH3:18])=[O:14])=[C:11]([N:22]([CH:23]2[CH2:28][CH2:27][O:26][CH2:25][CH2:24]2)[C:29](=[O:30])[C:31]([F:34])([F:33])[F:32])[CH:10]=1.